This data is from Forward reaction prediction with 1.9M reactions from USPTO patents (1976-2016). The task is: Predict the product of the given reaction. Given the reactants Br[C:2]1[CH:3]=[C:4]2[C:8](=[CH:9][CH:10]=1)[C:7]([C:12]1[S:13][CH:14]=[CH:15][N:16]=1)([OH:11])[CH2:6][CH2:5]2.[C:17]([O-:20])(=[O:19])C.[Na+].[CH3:22]O, predict the reaction product. The product is: [OH:11][C:7]1([C:12]2[S:13][CH:14]=[CH:15][N:16]=2)[C:8]2[C:4](=[CH:3][C:2]([C:17]([O:20][CH3:22])=[O:19])=[CH:10][CH:9]=2)[CH2:5][CH2:6]1.